This data is from Peptide-MHC class II binding affinity with 134,281 pairs from IEDB. The task is: Regression. Given a peptide amino acid sequence and an MHC pseudo amino acid sequence, predict their binding affinity value. This is MHC class II binding data. (1) The peptide sequence is FEIKCTKPEACSGEPVVVHI. The MHC is DRB3_0101 with pseudo-sequence DRB3_0101. The binding affinity (normalized) is 0.0942. (2) The peptide sequence is QAAVVRFQEAANKQK. The MHC is HLA-DPA10301-DPB10402 with pseudo-sequence HLA-DPA10301-DPB10402. The binding affinity (normalized) is 0.203. (3) The peptide sequence is GRYKDEKDVTDITVK. The MHC is DRB3_0202 with pseudo-sequence DRB3_0202. The binding affinity (normalized) is 0. (4) The binding affinity (normalized) is 0.218. The MHC is DRB1_1201 with pseudo-sequence DRB1_1201. The peptide sequence is DFLELLRYLAVELLP. (5) The peptide sequence is GLVHVANNNYDPWTI. The MHC is DRB1_0701 with pseudo-sequence DRB1_0701. The binding affinity (normalized) is 0.534. (6) The peptide sequence is EFSNFKVAFSRSLND. The MHC is DRB1_0401 with pseudo-sequence DRB1_0401. The binding affinity (normalized) is 0.515. (7) The peptide sequence is IIAGTPEVHAVKPGA. The MHC is DRB3_0202 with pseudo-sequence DRB3_0202. The binding affinity (normalized) is 0.0626. (8) The peptide sequence is DQYKDLCHMHTGVVV. The MHC is DRB1_0405 with pseudo-sequence DRB1_0405. The binding affinity (normalized) is 0.411. (9) The peptide sequence is DINVGFKAAVAAAAG. The MHC is HLA-DQA10101-DQB10501 with pseudo-sequence HLA-DQA10101-DQB10501. The binding affinity (normalized) is 0.404. (10) The peptide sequence is GMTGMLWETSLLDPE. The MHC is DRB1_1501 with pseudo-sequence DRB1_1501. The binding affinity (normalized) is 0.311.